From a dataset of NCI-60 drug combinations with 297,098 pairs across 59 cell lines. Regression. Given two drug SMILES strings and cell line genomic features, predict the synergy score measuring deviation from expected non-interaction effect. (1) Drug 1: CC(CN1CC(=O)NC(=O)C1)N2CC(=O)NC(=O)C2. Drug 2: CC1=C(C=C(C=C1)NC(=O)C2=CC=C(C=C2)CN3CCN(CC3)C)NC4=NC=CC(=N4)C5=CN=CC=C5. Cell line: T-47D. Synergy scores: CSS=4.39, Synergy_ZIP=-0.0469, Synergy_Bliss=1.47, Synergy_Loewe=1.31, Synergy_HSA=1.33. (2) Drug 1: C1=CC(=CC=C1CCC2=CNC3=C2C(=O)NC(=N3)N)C(=O)NC(CCC(=O)O)C(=O)O. Drug 2: C1C(C(OC1N2C=C(C(=O)NC2=O)F)CO)O. Cell line: MALME-3M. Synergy scores: CSS=14.5, Synergy_ZIP=-5.21, Synergy_Bliss=-2.91, Synergy_Loewe=2.47, Synergy_HSA=2.87. (3) Drug 1: CN1C2=C(C=C(C=C2)N(CCCl)CCCl)N=C1CCCC(=O)O.Cl. Drug 2: C1=NNC2=C1C(=O)NC=N2. Cell line: SF-539. Synergy scores: CSS=9.40, Synergy_ZIP=-0.916, Synergy_Bliss=-0.565, Synergy_Loewe=1.71, Synergy_HSA=-0.139. (4) Drug 2: C1CN(P(=O)(OC1)NCCCl)CCCl. Cell line: K-562. Synergy scores: CSS=42.9, Synergy_ZIP=2.89, Synergy_Bliss=1.99, Synergy_Loewe=-34.8, Synergy_HSA=0.804. Drug 1: C1=NC2=C(N1)C(=S)N=C(N2)N. (5) Drug 1: COC1=C2C(=CC3=C1OC=C3)C=CC(=O)O2. Drug 2: CC1CCCC2(C(O2)CC(NC(=O)CC(C(C(=O)C(C1O)C)(C)C)O)C(=CC3=CSC(=N3)C)C)C. Cell line: K-562. Synergy scores: CSS=26.8, Synergy_ZIP=0.324, Synergy_Bliss=-2.60, Synergy_Loewe=-34.9, Synergy_HSA=-4.11. (6) Drug 1: CC(CN1CC(=O)NC(=O)C1)N2CC(=O)NC(=O)C2. Drug 2: C#CCC(CC1=CN=C2C(=N1)C(=NC(=N2)N)N)C3=CC=C(C=C3)C(=O)NC(CCC(=O)O)C(=O)O. Cell line: A498. Synergy scores: CSS=14.2, Synergy_ZIP=-7.33, Synergy_Bliss=-6.44, Synergy_Loewe=-4.80, Synergy_HSA=-4.74.